From a dataset of Forward reaction prediction with 1.9M reactions from USPTO patents (1976-2016). Predict the product of the given reaction. (1) Given the reactants [CH3:1][O:2][C:3]1[CH:4]=[CH:5][C:6]([CH2:9][C:10]([OH:12])=O)=[N:7][CH:8]=1.C(N1C=CN=C1)(N1C=CN=C1)=O.C(N(CC)CC)C.Cl.Cl.[CH2:34]1[C:37]2([CH2:42][CH2:41][NH:40][CH2:39][CH2:38]2)[CH2:36][N:35]1[C@H:43]1[C:51]2[C:46](=[CH:47][C:48]([C:52]3[CH:53]=[CH:54][C:55]([C:58]#[N:59])=[N:56][CH:57]=3)=[CH:49][CH:50]=2)[CH2:45][CH2:44]1, predict the reaction product. The product is: [CH3:1][O:2][C:3]1[CH:4]=[CH:5][C:6]([CH2:9][C:10]([N:40]2[CH2:41][CH2:42][C:37]3([CH2:36][N:35]([C@H:43]4[C:51]5[C:46](=[CH:47][C:48]([C:52]6[CH:53]=[CH:54][C:55]([C:58]#[N:59])=[N:56][CH:57]=6)=[CH:49][CH:50]=5)[CH2:45][CH2:44]4)[CH2:34]3)[CH2:38][CH2:39]2)=[O:12])=[N:7][CH:8]=1. (2) Given the reactants [O:1]1[CH:5]=[CH:4][CH:3]=[CH:2]1.C([Li])CCC.[Cl:11][C:12]1[CH:19]=[CH:18][CH:17]=[C:16]([O:20][CH3:21])[C:13]=1[CH:14]=[O:15].O, predict the reaction product. The product is: [Cl:11][C:12]1[CH:19]=[CH:18][CH:17]=[C:16]([O:20][CH3:21])[C:13]=1[CH:14]([C:2]1[O:1][CH:5]=[CH:4][CH:3]=1)[OH:15]. (3) Given the reactants [C:1]([C:3]1[CH:8]=[CH:7][C:6]([C:9]2[CH:14]=[CH:13][CH:12]=[CH:11][C:10]=2[S:15][C:16]([CH3:23])([CH3:22])[C:17]([O:19]CC)=[O:18])=[CH:5][CH:4]=1)#[N:2].[OH-].[Na+], predict the reaction product. The product is: [C:1]([C:3]1[CH:4]=[CH:5][C:6]([C:9]2[CH:14]=[CH:13][CH:12]=[CH:11][C:10]=2[S:15][C:16]([CH3:23])([CH3:22])[C:17]([OH:19])=[O:18])=[CH:7][CH:8]=1)#[N:2]. (4) Given the reactants Cl.[C:2]([NH:6][OH:7])([CH3:5])([CH3:4])[CH3:3].[CH2:8]([N:10]([CH2:22][CH3:23])[S:11]([C:14]1[CH:21]=[CH:20][C:17]([CH:18]=O)=[CH:16][CH:15]=1)(=[O:13])=[O:12])[CH3:9], predict the reaction product. The product is: [C:2]([N+:6]([O-:7])=[CH:18][C:17]1[CH:16]=[CH:15][C:14]([S:11](=[O:13])(=[O:12])[N:10]([CH2:22][CH3:23])[CH2:8][CH3:9])=[CH:21][CH:20]=1)([CH3:5])([CH3:4])[CH3:3]. (5) Given the reactants [OH:1][C:2]1[CH:3]=[C:4]([CH:14]=[CH:15][CH:16]=1)[C:5]([CH3:13])([CH3:12])[C@@H:6]([C:9]([OH:11])=O)[NH:7][CH3:8].F[P-](F)(F)(F)(F)F.N1(O[P+](N2CCCC2)(N2CCCC2)N2CCCC2)C2C=CC=CC=2N=N1.C(N(C(C)C)CC)(C)C.[CH3:59]/[C:60](=[CH:66]\[C@@H:67]([N:71]([CH3:80])[C:72](=[O:79])[C@H:73]([C:75]([CH3:78])([CH3:77])[CH3:76])[NH2:74])[CH:68]([CH3:70])[CH3:69])/[C:61]([O:63][CH2:64][CH3:65])=[O:62], predict the reaction product. The product is: [OH:1][C:2]1[CH:3]=[C:4]([CH:14]=[CH:15][CH:16]=1)[C:5]([CH3:13])([CH3:12])[C@@H:6]([C:9]([NH:74][C@H:73]([C:72]([N:71]([C@@H:67]([CH:68]([CH3:69])[CH3:70])/[CH:66]=[C:60](\[CH3:59])/[C:61]([O:63][CH2:64][CH3:65])=[O:62])[CH3:80])=[O:79])[C:75]([CH3:77])([CH3:78])[CH3:76])=[O:11])[NH:7][CH3:8].